Predict the reactants needed to synthesize the given product. From a dataset of Full USPTO retrosynthesis dataset with 1.9M reactions from patents (1976-2016). Given the product [Cl:31][C:28]1[CH:29]=[CH:30][C:25]([NH:24][C:22](=[O:23])[C:21]2[CH:32]=[CH:33][CH:34]=[CH:35][CH:20]=2)=[N:26][CH:27]=1, predict the reactants needed to synthesize it. The reactants are: C(OC(N1CCC(OC2C=C(C(C)(C)C)C=CC=2C(N[C:20]2[CH:35]=[CH:34][CH:33]=[CH:32][C:21]=2[C:22]([NH:24][C:25]2[CH:30]=[CH:29][C:28]([Cl:31])=[CH:27][N:26]=2)=[O:23])=O)CC1)=O)(C)(C)C.